Dataset: TCR-epitope binding with 47,182 pairs between 192 epitopes and 23,139 TCRs. Task: Binary Classification. Given a T-cell receptor sequence (or CDR3 region) and an epitope sequence, predict whether binding occurs between them. (1) The epitope is TAFTIPSI. The TCR CDR3 sequence is CASSRGAGAGTDTQYF. Result: 0 (the TCR does not bind to the epitope). (2) The epitope is IIKDYGKQM. The TCR CDR3 sequence is CASSEDKGGGDTQYF. Result: 1 (the TCR binds to the epitope). (3) Result: 1 (the TCR binds to the epitope). The TCR CDR3 sequence is CASSQVQGAPHNEQFF. The epitope is IVDTVSALV. (4) The epitope is SLVKPSFYV. The TCR CDR3 sequence is CAAYRGLTDTQYF. Result: 1 (the TCR binds to the epitope). (5) Result: 0 (the TCR does not bind to the epitope). The epitope is TAFTIPSI. The TCR CDR3 sequence is CASSYGINTGELFF.